This data is from Reaction yield outcomes from USPTO patents with 853,638 reactions. The task is: Predict the reaction yield, written as a fraction of the theoretical maximum amount of product (1.0 means a 100% yield; for example, 0.34 means a 34% yield). (1) The reactants are [CH3:1][C:2]1[O:6][N:5]=[C:4]([C:7]2[CH:12]=[CH:11][CH:10]=[CH:9][CH:8]=2)[C:3]=1[CH2:13][OH:14].[CH2:15]([O:17][C:18](=[O:28])[C:19]1[CH:24]=[C:23]([Br:25])[C:22](O)=[N:21][C:20]=1[CH3:27])[CH3:16]. No catalyst specified. The product is [CH2:15]([O:17][C:18](=[O:28])[C:19]1[CH:24]=[C:23]([Br:25])[C:22]([O:14][CH2:13][C:3]2[C:4]([C:7]3[CH:12]=[CH:11][CH:10]=[CH:9][CH:8]=3)=[N:5][O:6][C:2]=2[CH3:1])=[N:21][C:20]=1[CH3:27])[CH3:16]. The yield is 0.760. (2) The reactants are [CH:1]([C:3]1[CH:12]=[CH:11][C:6]([C:7]([O:9][CH3:10])=[O:8])=[CH:5][N:4]=1)=O.[CH3:13][C:14]1[CH:15]=[C:16]([NH2:29])[CH:17]=[N:18][C:19]=1[N:20]1[CH:24]=[C:23]([C:25]([F:28])([F:27])[F:26])[CH:22]=[N:21]1. The catalyst is C1(C)C=CC=CC=1. The product is [CH3:13][C:14]1[CH:15]=[C:16]([N:29]=[CH:1][C:3]2[CH:12]=[CH:11][C:6]([C:7]([O:9][CH3:10])=[O:8])=[CH:5][N:4]=2)[CH:17]=[N:18][C:19]=1[N:20]1[CH:24]=[C:23]([C:25]([F:28])([F:27])[F:26])[CH:22]=[N:21]1. The yield is 1.00. (3) The product is [F:26][C:10]([F:9])([F:25])[C:11]1[CH:23]=[C:22]2[C:14]([C:15]3[CH:16]=[C:17]([NH:24][S:2]([NH2:5])(=[O:4])=[O:3])[CH:18]=[CH:19][C:20]=3[NH:21]2)=[CH:13][CH:12]=1. The catalyst is C(#N)C.O1CCOCC1. The yield is 0.320. The reactants are Cl[S:2]([N:5]=C=O)(=[O:4])=[O:3].O.[F:9][C:10]([F:26])([F:25])[C:11]1[CH:23]=[C:22]2[C:14]([C:15]3[CH:16]=[C:17]([NH2:24])[CH:18]=[CH:19][C:20]=3[NH:21]2)=[CH:13][CH:12]=1.N1C=CC=CC=1. (4) The reactants are [CH3:1][C:2]1[CH:7]=[CH:6][N:5]=[CH:4][C:3]=1[NH2:8].CC(C)([O-])C.[K+].C1COCC1.[C:20](=O)([O:23]C)[O:21][CH3:22]. No catalyst specified. The product is [CH3:22][O:21][C:20](=[O:23])[NH:8][C:3]1[CH:4]=[N:5][CH:6]=[CH:7][C:2]=1[CH3:1]. The yield is 0.890. (5) The reactants are [OH:1][C:2]1[CH:11]=[C:10]2[C:5]([C:6](=[N:22]OC)[CH2:7][C@H:8]([C:12]3[CH:21]=[CH:20][C:15]([C:16]([O:18][CH3:19])=[O:17])=[CH:14][CH:13]=3)[O:9]2)=[CH:4][CH:3]=1. The catalyst is C(O)(=O)C.[Pt]. The product is [NH2:22][C@H:6]1[C:5]2[C:10](=[CH:11][C:2]([OH:1])=[CH:3][CH:4]=2)[O:9][C@@H:8]([C:12]2[CH:21]=[CH:20][C:15]([C:16]([O:18][CH3:19])=[O:17])=[CH:14][CH:13]=2)[CH2:7]1. The yield is 0.440. (6) The reactants are [C:1]1([CH2:7][CH2:8][C:9]2[CH:14]=[CH:13][C:12]([C:15]3[N:20]=[CH:19][N:18]=[C:17]([NH:21][C@H:22]([C:30]([O:32]C)=[O:31])[CH2:23][C:24]4[CH:29]=[CH:28][CH:27]=[CH:26][CH:25]=4)[CH:16]=3)=[CH:11][CH:10]=2)[CH:6]=[CH:5][CH:4]=[CH:3][CH:2]=1.[OH-].[Na+]. The catalyst is CO. The product is [C:1]1([CH2:7][CH2:8][C:9]2[CH:10]=[CH:11][C:12]([C:15]3[N:20]=[CH:19][N:18]=[C:17]([NH:21][C@H:22]([C:30]([OH:32])=[O:31])[CH2:23][C:24]4[CH:25]=[CH:26][CH:27]=[CH:28][CH:29]=4)[CH:16]=3)=[CH:13][CH:14]=2)[CH:6]=[CH:5][CH:4]=[CH:3][CH:2]=1. The yield is 0.850. (7) The reactants are [NH2:1][C:2]1[C:11](Cl)=[N:10][CH:9]=[CH:8][C:3]=1[C:4]([O:6][CH3:7])=[O:5].[CH3:13][C:14]([C:16]1[O:17][C:18]2[CH:24]=[CH:23][CH:22]=[CH:21][C:19]=2[CH:20]=1)=O.[O-]S([O-])(=O)=O.[Mg+2].CC(O)=O.[O-]P([O-])([O-])=O.[K+].[K+].[K+]. The catalyst is CC(N(C)C)=O.CCOC(C)=O. The product is [O:17]1[C:18]2[CH:24]=[CH:23][CH:22]=[CH:21][C:19]=2[CH:20]=[C:16]1[C:14]1[NH:1][C:2]2[C:11](=[N:10][CH:9]=[CH:8][C:3]=2[C:4]([O:6][CH3:7])=[O:5])[CH:13]=1. The yield is 0.260.